Dataset: Full USPTO retrosynthesis dataset with 1.9M reactions from patents (1976-2016). Task: Predict the reactants needed to synthesize the given product. (1) Given the product [Cl:1][C:2]1[CH:7]=[CH:6][C:5]([O:8][C:9]2[CH:14]=[CH:13][C:12]([C:15]([O:24][CH2:25][O:26][CH3:27])([C:16]([F:17])([F:18])[F:19])[C:20]([F:23])([F:22])[F:21])=[CH:11][C:10]=2[CH2:28][CH2:29][CH3:30])=[CH:4][C:3]=1[CH2:31][N:36]1[C:35](=[O:40])[C:34]([C:41]2[CH:46]=[CH:45][C:44]([O:47][CH:48]([CH3:50])[CH3:49])=[CH:43][CH:42]=2)([CH3:33])[NH:38][C:37]1=[O:39], predict the reactants needed to synthesize it. The reactants are: [Cl:1][C:2]1[CH:7]=[CH:6][C:5]([O:8][C:9]2[CH:14]=[CH:13][C:12]([C:15]([O:24][CH2:25][O:26][CH3:27])([C:20]([F:23])([F:22])[F:21])[C:16]([F:19])([F:18])[F:17])=[CH:11][C:10]=2[CH2:28][CH2:29][CH3:30])=[CH:4][C:3]=1[CH2:31]O.[CH3:33][C:34]1([C:41]2[CH:46]=[CH:45][C:44]([O:47][CH:48]([CH3:50])[CH3:49])=[CH:43][CH:42]=2)[NH:38][C:37](=[O:39])[NH:36][C:35]1=[O:40].C1(P(C2C=CC=CC=2)C2C=CC=CC=2)C=CC=CC=1.N(C(OCC)=O)=NC(OCC)=O.O1CCCC1. (2) Given the product [CH2:22]([S:25][CH2:26][C:27]1[C:36]2[C:31](=[CH:32][CH:33]=[C:34]([C:37]3[CH:42]=[CH:41][S:14][CH:38]=3)[CH:35]=2)[NH:30][C:29]([CH3:48])([CH3:47])[CH:28]=1)[CH:23]=[CH2:24], predict the reactants needed to synthesize it. The reactants are: CC1(C)C=C(C)C2C(=CC=C(O[S:14](C(F)(F)F)(=O)=O)C=2)N1.[CH2:22]([S:25][CH2:26][C:27]1[C:36]2[C:31](=[CH:32][CH:33]=[C:34]([C:37]3[CH:42]=[CH:41]C=C[C:38]=3C(F)(F)F)[CH:35]=2)[NH:30][C:29]([CH3:48])([CH3:47])[CH:28]=1)[CH:23]=[CH2:24].FC(F)(F)C1C=CC=CC=1B(O)O.C(S)C=C. (3) Given the product [Cl:1][C:2]1[C:7]([O:8][CH3:9])=[CH:6][C:5]([O:10][CH3:11])=[C:4]([Cl:12])[C:3]=1[C:13]1[C:26](=[O:27])[N:25]([CH2:28][CH2:29][O:30][CH:31]2[CH2:34][N:33]([C:35]([O:37][C:38]([CH3:41])([CH3:40])[CH3:39])=[O:36])[CH2:32]2)[C:16]2[N:17]=[C:18]([NH:43][CH3:42])[N:19]=[CH:20][C:15]=2[CH:14]=1, predict the reactants needed to synthesize it. The reactants are: [Cl:1][C:2]1[C:7]([O:8][CH3:9])=[CH:6][C:5]([O:10][CH3:11])=[C:4]([Cl:12])[C:3]=1[C:13]1[C:26](=[O:27])[N:25]([CH2:28][CH2:29][O:30][CH:31]2[CH2:34][N:33]([C:35]([O:37][C:38]([CH3:41])([CH3:40])[CH3:39])=[O:36])[CH2:32]2)[C:16]2[N:17]=[C:18](S(C)(=O)=O)[N:19]=[CH:20][C:15]=2[CH:14]=1.[CH3:42][NH2:43]. (4) Given the product [F:4][C:5]1[CH:6]=[CH:7][C:8]([C:11]2[CH:15]=[C:14]([CH2:16][CH2:17][NH2:18])[O:13][N:12]=2)=[N:9][CH:10]=1, predict the reactants needed to synthesize it. The reactants are: O.NN.[F:4][C:5]1[CH:6]=[CH:7][C:8]([C:11]2[CH:15]=[C:14]([CH2:16][CH2:17][N:18]3C(=O)C4C(=CC=CC=4)C3=O)[O:13][N:12]=2)=[N:9][CH:10]=1. (5) Given the product [S:1](=[O:30])(=[O:29])([O:3][CH2:4][C@H:5]1[CH2:9][C@@H:8]([NH:10][C:11]2[N:16]3[N:17]=[C:18]([C:20]4[CH:25]=[CH:24][CH:23]=[CH:22][N:21]=4)[CH:19]=[C:15]3[N:14]=[CH:13][CH:12]=2)[C@H:7]([OH:27])[C@@H:6]1[OH:28])[NH2:2], predict the reactants needed to synthesize it. The reactants are: [S:1](=[O:30])(=[O:29])([O:3][CH2:4][C@H:5]1[CH2:9][C@@H:8]([NH:10][C:11]2[N:16]3[N:17]=[C:18]([C:20]4[CH:25]=[CH:24][CH:23]=[CH:22][N:21]=4)[CH:19]=[C:15]3[N:14]=[C:13](Cl)[CH:12]=2)[C@H:7]([OH:27])[C@@H:6]1[OH:28])[NH2:2].CO. (6) Given the product [CH3:1][C:2]1[CH:11]=[C:10]([S:12][CH3:13])[C:9]2[CH2:8][CH2:7][CH2:6][C:5](=[O:14])[C:4]=2[N:3]=1, predict the reactants needed to synthesize it. The reactants are: [CH3:1][C:2]1[CH:11]=[C:10]([S:12][CH3:13])[C:9]2[CH2:8][CH2:7][CH2:6][CH:5]([OH:14])[C:4]=2[N:3]=1. (7) The reactants are: C([O:8][C:9]1[CH:10]=[CH:11][CH:12]=[C:13]2[C:18]=1[N:17]=[C:16]([CH3:19])[CH:15]=[C:14]2[O:20][CH2:21][C:22]([O:24][CH2:25][CH3:26])=[O:23])C1C=CC=CC=1. Given the product [OH:8][C:9]1[CH:10]=[CH:11][CH:12]=[C:13]2[C:18]=1[N:17]=[C:16]([CH3:19])[CH:15]=[C:14]2[O:20][CH2:21][C:22]([O:24][CH2:25][CH3:26])=[O:23], predict the reactants needed to synthesize it. (8) Given the product [ClH:1].[CH2:8]([C:7]1[C:2]([NH:11][CH2:12][CH2:13][NH2:14])=[N:3][CH:4]=[N:5][C:6]=1[CH3:10])[CH3:9], predict the reactants needed to synthesize it. The reactants are: [Cl:1][C:2]1[C:7]([CH2:8][CH3:9])=[C:6]([CH3:10])[N:5]=[CH:4][N:3]=1.[NH2:11][CH2:12][CH2:13][NH2:14]. (9) Given the product [F:19][CH:17]([F:18])[C:8]1([C:6]2[CH:7]=[CH:2][CH:3]=[CH:4][C:5]=2[F:20])[NH:13][C:12](=[O:14])[C:11]([CH3:16])([CH3:15])[O:10][CH2:9]1, predict the reactants needed to synthesize it. The reactants are: Br[C:2]1[CH:3]=[CH:4][C:5]([F:20])=[C:6]([C:8]2([CH:17]([F:19])[F:18])[NH:13][C:12](=[O:14])[C:11]([CH3:16])([CH3:15])[O:10][CH2:9]2)[CH:7]=1.C([O-])(=O)C.[Na+].C1COCC1.[H][H]. (10) Given the product [O:40]1[C:39]2[CH:44]=[CH:45][C:36]([CH:34]([OH:33])[CH2:35][N:30]3[CH2:31][CH2:32][CH:27]([CH2:26][O:25][C:22]4[C:23]5[C:18](=[CH:17][CH:16]=[C:15]([O:14][CH3:13])[CH:24]=5)[CH:19]=[CH:20][N:21]=4)[CH2:28][CH2:29]3)=[CH:37][C:38]=2[O:43][CH2:42][CH2:41]1, predict the reactants needed to synthesize it. The reactants are: Cl([O-])(=O)(=O)=O.[Li+].C(=O)([O-])[O-].[K+].[K+].[CH3:13][O:14][C:15]1[CH:24]=[C:23]2[C:18]([CH:19]=[CH:20][N:21]=[C:22]2[O:25][CH2:26][CH:27]2[CH2:32][CH2:31][NH:30][CH2:29][CH2:28]2)=[CH:17][CH:16]=1.[O:33]1[CH2:35][CH:34]1[C:36]1[CH:45]=[CH:44][C:39]2[O:40][CH2:41][CH2:42][O:43][C:38]=2[CH:37]=1.